This data is from Reaction yield outcomes from USPTO patents with 853,638 reactions. The task is: Predict the reaction yield, written as a fraction of the theoretical maximum amount of product (1.0 means a 100% yield; for example, 0.34 means a 34% yield). (1) The yield is 0.796. The reactants are [CH2:1]([C:5]1[CH:12]=[CH:11][C:8]([C:9]#[N:10])=[CH:7][CH:6]=1)[CH2:2][C:3]#[CH:4].C(N(CC)CC)C.Br[C:21]1[CH:26]=[CH:25][CH:24]=[CH:23][N:22]=1.O. The catalyst is C1COCC1.[Pd].[Cu]I.C(OCC)(=O)C. The product is [N:22]1[CH:23]=[CH:24][CH:25]=[CH:26][C:21]=1[C:4]#[C:3][CH2:2][CH2:1][C:5]1[CH:6]=[CH:7][C:8]([C:9]#[N:10])=[CH:11][CH:12]=1. (2) The reactants are [C:1]([O:4][C:5]1[CH:13]=[CH:12][CH:11]=[CH:10][C:6]=1[C:7]([OH:9])=O)(=[O:3])[CH3:2].N1C=CC=CC=1.S(Cl)(Cl)=O.C(=O)(O)[O-].[Na+].[S:29]1[CH:33]=[CH:32][N:31]=[C:30]1[NH2:34]. The catalyst is C(OCC)(=O)C.O.CCOCC. The product is [C:1]([O:4][C:5]1[CH:13]=[CH:12][CH:11]=[CH:10][C:6]=1[C:7](=[O:9])[NH:34][C:30]1[S:29][CH:33]=[CH:32][N:31]=1)(=[O:3])[CH3:2]. The yield is 0.520.